From a dataset of NCI-60 drug combinations with 297,098 pairs across 59 cell lines. Regression. Given two drug SMILES strings and cell line genomic features, predict the synergy score measuring deviation from expected non-interaction effect. (1) Drug 1: CC1=C2C(C(=O)C3(C(CC4C(C3C(C(C2(C)C)(CC1OC(=O)C(C(C5=CC=CC=C5)NC(=O)OC(C)(C)C)O)O)OC(=O)C6=CC=CC=C6)(CO4)OC(=O)C)OC)C)OC. Drug 2: C1=NC2=C(N=C(N=C2N1C3C(C(C(O3)CO)O)O)F)N. Cell line: TK-10. Synergy scores: CSS=19.7, Synergy_ZIP=-6.60, Synergy_Bliss=-13.9, Synergy_Loewe=-29.9, Synergy_HSA=-11.7. (2) Drug 1: CC1=CC2C(CCC3(C2CCC3(C(=O)C)OC(=O)C)C)C4(C1=CC(=O)CC4)C. Drug 2: C1=CN(C(=O)N=C1N)C2C(C(C(O2)CO)O)O.Cl. Cell line: DU-145. Synergy scores: CSS=22.4, Synergy_ZIP=-7.18, Synergy_Bliss=-2.96, Synergy_Loewe=-71.0, Synergy_HSA=-7.03. (3) Drug 1: CCC1(CC2CC(C3=C(CCN(C2)C1)C4=CC=CC=C4N3)(C5=C(C=C6C(=C5)C78CCN9C7C(C=CC9)(C(C(C8N6C=O)(C(=O)OC)O)OC(=O)C)CC)OC)C(=O)OC)O.OS(=O)(=O)O. Drug 2: CC1=C2C(C(=O)C3(C(CC4C(C3C(C(C2(C)C)(CC1OC(=O)C(C(C5=CC=CC=C5)NC(=O)C6=CC=CC=C6)O)O)OC(=O)C7=CC=CC=C7)(CO4)OC(=O)C)O)C)OC(=O)C. Cell line: HCT-15. Synergy scores: CSS=-2.11, Synergy_ZIP=3.36, Synergy_Bliss=4.66, Synergy_Loewe=3.53, Synergy_HSA=-0.443.